The task is: Predict the product of the given reaction.. This data is from Forward reaction prediction with 1.9M reactions from USPTO patents (1976-2016). Given the reactants [NH2:1][C:2]1[C:7]([C:8]2[CH:25]=[CH:24][C:11]([C:12]([NH:14][C@H:15]3[CH2:17][C@@H:16]3[C:18]3[CH:23]=[CH:22][CH:21]=[CH:20][CH:19]=3)=[O:13])=[C:10]([F:26])[CH:9]=2)=[CH:6][C:5]([Br:27])=[CH:4][N:3]=1, predict the reaction product. The product is: [NH2:1][C:2]1[C:7]([C:8]2[CH:25]=[CH:24][C:11]([C:12]([NH:14][C@@H:15]3[CH2:17][C@H:16]3[C:18]3[CH:23]=[CH:22][CH:21]=[CH:20][CH:19]=3)=[O:13])=[C:10]([F:26])[CH:9]=2)=[CH:6][C:5]([Br:27])=[CH:4][N:3]=1.